Task: Predict the reactants needed to synthesize the given product.. Dataset: Full USPTO retrosynthesis dataset with 1.9M reactions from patents (1976-2016) (1) Given the product [Cl:1][C:2]1[CH:3]=[CH:4][C:5]2[NH:10][C:9](=[O:11])[C@H:8]([C@H:12]([OH:17])[C:13]([O:15][CH3:16])=[O:14])[NH:7][C:6]=2[N:18]=1, predict the reactants needed to synthesize it. The reactants are: [Cl:1][C:2]1[CH:3]=[CH:4][C:5]2[NH:10][C:9](=[O:11])[CH:8]([CH:12]([OH:17])[C:13]([O:15][CH3:16])=[O:14])[NH:7][C:6]=2[N:18]=1.OC(C([O-])=O)CC([O-])=O.ClC1N=C(N[C@@H]([C@H](O)C(OC)=O)C(OC)=O)C([N+]([O-])=O)=CC=1. (2) Given the product [CH3:1][S:2]([O:18][C@H:15]1[CH2:16][CH2:17][N:13]([CH2:6][C:7]2[CH:8]=[CH:9][CH:10]=[CH:11][CH:12]=2)[CH2:14]1)(=[O:4])=[O:3], predict the reactants needed to synthesize it. The reactants are: [CH3:1][S:2](Cl)(=[O:4])=[O:3].[CH2:6]([N:13]1[CH2:17][CH2:16][C@H:15]([OH:18])[CH2:14]1)[C:7]1[CH:12]=[CH:11][CH:10]=[CH:9][CH:8]=1.C(N(CC)CC)C.